From a dataset of Forward reaction prediction with 1.9M reactions from USPTO patents (1976-2016). Predict the product of the given reaction. (1) The product is: [C:1]([O:5][C:6]([N:8]1[CH2:13][CH2:12][N:11]([C:14]([O:16][C:17]([CH3:18])([CH3:19])[CH3:20])=[O:15])[CH2:10][C@@H:9]1[CH2:21][CH2:22][CH2:23][CH2:24][O:25][CH3:26])=[O:7])([CH3:4])([CH3:3])[CH3:2]. Given the reactants [C:1]([O:5][C:6]([N:8]1[CH2:13][CH2:12][N:11]([C:14]([O:16][C:17]([CH3:20])([CH3:19])[CH3:18])=[O:15])[CH2:10][C@@H:9]1[CH2:21][CH2:22][CH2:23][CH2:24][OH:25])=[O:7])([CH3:4])([CH3:3])[CH3:2].[CH3:26]I.[H-].[Na+], predict the reaction product. (2) Given the reactants [Cl:1][C:2]1[C:10]([C:11]([O:13][CH3:14])=[O:12])=[CH:9][C:8](I)=[C:7]2[C:3]=1[C:4]([S:16][CH3:17])=[CH:5][NH:6]2.[Cl-].C[Zn+].[CH2:21]1COCC1.C(Cl)Cl, predict the reaction product. The product is: [Cl:1][C:2]1[C:10]([C:11]([O:13][CH3:14])=[O:12])=[CH:9][C:8]([CH3:21])=[C:7]2[C:3]=1[C:4]([S:16][CH3:17])=[CH:5][NH:6]2. (3) The product is: [CH:1]1([CH2:7][NH:8][S:17]([C:12]2[CH:13]=[CH:14][CH:15]=[CH:16][C:11]=2[O:10][CH3:9])(=[O:19])=[O:18])[CH2:6][CH2:5][CH2:4][CH2:3][CH2:2]1. Given the reactants [CH:1]1([CH2:7][NH2:8])[CH2:6][CH2:5][CH2:4][CH2:3][CH2:2]1.[CH3:9][O:10][C:11]1[CH:16]=[CH:15][CH:14]=[CH:13][C:12]=1[S:17](Cl)(=[O:19])=[O:18].C(N(C(C)C)CC)(C)C, predict the reaction product. (4) The product is: [CH3:24][O:25][C:26](=[O:43])[CH:27]([C:28]1[CH:33]=[CH:32][CH:31]=[C:30]([NH:34][C:35]([O:37][C:38]([CH3:40])([CH3:39])[CH3:41])=[O:36])[CH:29]=1)[O:19][P:16]([CH:12]([NH:11][C:9]([O:8][CH2:1][C:2]1[CH:3]=[CH:4][CH:5]=[CH:6][CH:7]=1)=[O:10])[CH:13]([CH3:15])[CH3:14])([OH:18])=[O:17]. Given the reactants [CH2:1]([O:8][C:9]([NH:11][C@H:12]([P:16](=[O:19])([OH:18])[OH:17])[CH:13]([CH3:15])[CH3:14])=[O:10])[C:2]1[CH:7]=[CH:6][CH:5]=[CH:4][CH:3]=1.S(Cl)(Cl)=O.[CH3:24][O:25][C:26](=[O:43])[CH:27](O)[C:28]1[CH:33]=[CH:32][CH:31]=[C:30]([NH:34][C:35]([O:37][C:38]([CH3:41])([CH3:40])[CH3:39])=[O:36])[CH:29]=1.C([O-])(O)=O.[Na+], predict the reaction product. (5) Given the reactants Cl.[NH:2]1[CH:6]=[CH:5][CH:4]=[C:3]1[C:7]1[O:11][N:10]=[C:9]([C@H:12]2[CH2:17][CH2:16][CH2:15][NH:14][CH2:13]2)[N:8]=1.[F:18][C:19]1[CH:27]=[CH:26][C:22]([C:23](Cl)=[O:24])=[CH:21][CH:20]=1, predict the reaction product. The product is: [F:18][C:19]1[CH:27]=[CH:26][C:22]([C:23]([N:14]2[CH2:15][CH2:16][CH2:17][C@H:12]([C:9]3[N:8]=[C:7]([C:3]4[NH:2][CH:6]=[CH:5][CH:4]=4)[O:11][N:10]=3)[CH2:13]2)=[O:24])=[CH:21][CH:20]=1.